Dataset: CYP1A2 inhibition data for predicting drug metabolism from PubChem BioAssay. Task: Regression/Classification. Given a drug SMILES string, predict its absorption, distribution, metabolism, or excretion properties. Task type varies by dataset: regression for continuous measurements (e.g., permeability, clearance, half-life) or binary classification for categorical outcomes (e.g., BBB penetration, CYP inhibition). Dataset: cyp1a2_veith. (1) The compound is Cc1ccc(C(=O)N/N=C/c2ccc([N+](=O)[O-])s2)cc1. The result is 1 (inhibitor). (2) The molecule is COc1cnc(-c2ccccn2)nc1Oc1ccc(Cl)c2ccccc12. The result is 1 (inhibitor). (3) The molecule is Cc1cccn2c(/C=N/OCc3ccc(F)cc3)c(-c3ccc(Cl)cc3)nc12. The result is 1 (inhibitor). (4) The compound is COC(=O)C/C=C\[C@H](C)[C@@H](OC)c1ccccc1Br. The result is 0 (non-inhibitor). (5) The result is 1 (inhibitor). The compound is Cc1nc(N/N=C/c2ccccc2)nc(N(C)c2ccccc2)c1[N+](=O)[O-]. (6) The drug is COc1ccc2[nH]cc(CCNc3cc(-c4ccccc4C(F)(F)F)ncn3)c2c1. The result is 1 (inhibitor). (7) The molecule is COC(=O)[C@@]1(Cc2ccc(OC)cc2)[C@H]2c3cc(C(=O)N(C)C)n(Cc4cc(F)c(F)c(F)c4)c3C[C@H]2CN1C(=O)c1ccccc1. The result is 0 (non-inhibitor). (8) The molecule is CC(C)OCCCNC(=O)C1CC(=O)N(C2CCCCCCC2)C1. The result is 0 (non-inhibitor). (9) The molecule is COCCN1C(=O)C(O)=C(C(=O)c2cccs2)C1c1ccccc1. The result is 0 (non-inhibitor).